The task is: Predict the product of the given reaction.. This data is from Forward reaction prediction with 1.9M reactions from USPTO patents (1976-2016). (1) Given the reactants [CH2:1]([NH:6][C:7]1[CH:12]=[CH:11][C:10]([C:13]2[O:14][C:15]3[CH:21]=[CH:20][CH:19]=[CH:18][C:16]=3[N:17]=2)=[CH:9][C:8]=1[N+:22]([O-])=O)[C:2]([CH3:5])([CH3:4])[CH3:3].[H][H], predict the reaction product. The product is: [CH2:1]([NH:6][C:7]1[CH:12]=[CH:11][C:10]([C:13]2[O:14][C:15]3[CH:21]=[CH:20][CH:19]=[CH:18][C:16]=3[N:17]=2)=[CH:9][C:8]=1[NH2:22])[C:2]([CH3:5])([CH3:4])[CH3:3]. (2) Given the reactants Br[C:2]1[CH:37]=[C:36]2[C:5]([CH2:6][C:7]3([C:15]42[N:19]=[C:18]([N:20]([C:28]([O:30][C:31]([CH3:34])([CH3:33])[CH3:32])=[O:29])[C:21]([O:23][C:24]([CH3:27])([CH3:26])[CH3:25])=[O:22])[C:17]([CH3:35])=[N:16]4)[CH2:12][CH2:11][CH:10]([O:13][CH3:14])[CH2:9][CH2:8]3)=[CH:4][C:3]=1[F:38].C(P(C(C)(C)C)C1C(OC)=CC=C(C)C=1C1C(C(C)C)=CC(C(C)C)=CC=1C(C)C)(C)(C)C.C(=O)([O-])[O-].[Cs+].[Cs+].[F:78][CH2:79][CH2:80][CH2:81][OH:82], predict the reaction product. The product is: [F:38][C:3]1[CH:4]=[C:5]2[C:36](=[CH:37][C:2]=1[O:82][CH2:81][CH2:80][CH2:79][F:78])[C:15]1([N:19]=[C:18]([N:20]([C:28]([O:30][C:31]([CH3:34])([CH3:33])[CH3:32])=[O:29])[C:21]([O:23][C:24]([CH3:27])([CH3:26])[CH3:25])=[O:22])[C:17]([CH3:35])=[N:16]1)[C:7]1([CH2:12][CH2:11][CH:10]([O:13][CH3:14])[CH2:9][CH2:8]1)[CH2:6]2. (3) Given the reactants CN1CCOCC1.[CH:8]1([C:11]([OH:13])=O)[CH2:10][CH2:9]1.ClC(OCC(C)C)=O.[Cl:22][C:23]1[CH:28]=[CH:27][C:26]([NH2:29])=[C:25]([NH2:30])[CH:24]=1, predict the reaction product. The product is: [NH2:29][C:26]1[CH:27]=[CH:28][C:23]([Cl:22])=[CH:24][C:25]=1[NH:30][C:11]([CH:8]1[CH2:10][CH2:9]1)=[O:13]. (4) Given the reactants [N:1]1([C:7]([C:9]2[CH:15]=[CH:14][C:12]([NH2:13])=[CH:11][C:10]=2[C:16]([F:19])([F:18])[F:17])=O)[CH2:6][CH2:5][O:4][CH2:3][CH2:2]1.CSC.B.O1CCCC1.Cl.[OH-].[Na+], predict the reaction product. The product is: [N:1]1([CH2:7][C:9]2[CH:15]=[CH:14][C:12]([NH2:13])=[CH:11][C:10]=2[C:16]([F:18])([F:17])[F:19])[CH2:6][CH2:5][O:4][CH2:3][CH2:2]1. (5) Given the reactants [Br:1][C:2]1[CH:11]=[CH:10][C:5]2[C:6](=[O:9])[O:7][CH2:8][C:4]=2[C:3]=1[CH:12]=[CH2:13], predict the reaction product. The product is: [Br:1][C:2]1[CH:11]=[CH:10][C:5]2[C:6](=[O:9])[O:7][CH2:8][C:4]=2[C:3]=1[CH2:12][CH3:13]. (6) Given the reactants [CH2:1]([C:6]([CH2:8][C:9]([CH3:12])([CH3:11])[CH3:10])=O)[C:2]([CH3:5])([CH3:4])[CH3:3].[CH2:13]1CC1, predict the reaction product. The product is: [CH3:3][C:2]([CH3:5])([CH2:1][C:6](=[CH2:13])[CH2:8][C:9]([CH3:12])([CH3:11])[CH3:10])[CH3:4].